This data is from NCI-60 drug combinations with 297,098 pairs across 59 cell lines. The task is: Regression. Given two drug SMILES strings and cell line genomic features, predict the synergy score measuring deviation from expected non-interaction effect. Drug 2: CN1C(=O)N2C=NC(=C2N=N1)C(=O)N. Cell line: NCI-H322M. Drug 1: CS(=O)(=O)C1=CC(=C(C=C1)C(=O)NC2=CC(=C(C=C2)Cl)C3=CC=CC=N3)Cl. Synergy scores: CSS=-12.7, Synergy_ZIP=2.10, Synergy_Bliss=-11.6, Synergy_Loewe=-19.1, Synergy_HSA=-18.1.